This data is from Full USPTO retrosynthesis dataset with 1.9M reactions from patents (1976-2016). The task is: Predict the reactants needed to synthesize the given product. (1) The reactants are: [Cl:1][C:2]1[CH:3]=[N:4][N:5]([C:7]2[CH:28]=[CH:27][C:10]([O:11][CH2:12][C@H:13]3[CH2:18][CH2:17][O:16][CH2:15][C@@H:14]3[NH:19]C(=O)OC(C)(C)C)=[C:9]([F:29])[CH:8]=2)[CH:6]=1. Given the product [ClH:1].[Cl:1][C:2]1[CH:3]=[N:4][N:5]([C:7]2[CH:28]=[CH:27][C:10]([O:11][CH2:12][C@H:13]3[CH2:18][CH2:17][O:16][CH2:15][C@@H:14]3[NH2:19])=[C:9]([F:29])[CH:8]=2)[CH:6]=1, predict the reactants needed to synthesize it. (2) Given the product [NH2:5][C:4]1[C:3]2[C:2](=[CH:9][CH:8]=[CH:7][CH:6]=2)[N:1]=[C:11]([C:18]2[CH:23]=[CH:22][CH:21]=[CH:20][CH:19]=2)[C:12]=1[C:13]([O:15][CH2:16][CH3:17])=[O:14], predict the reactants needed to synthesize it. The reactants are: [NH2:1][C:2]1[CH:9]=[CH:8][CH:7]=[CH:6][C:3]=1[C:4]#[N:5].O=[C:11]([C:18]1[CH:23]=[CH:22][CH:21]=[CH:20][CH:19]=1)[CH2:12][C:13]([O:15][CH2:16][CH3:17])=[O:14]. (3) Given the product [CH3:11][C:12]1[CH:17]=[CH:16][CH:15]=[CH:14][C:13]=1[C:2]1[CH:7]=[CH:6][CH:5]=[CH:4][C:3]=1[CH2:8][C:9]#[N:10], predict the reactants needed to synthesize it. The reactants are: Br[C:2]1[CH:7]=[CH:6][CH:5]=[CH:4][C:3]=1[CH2:8][C:9]#[N:10].[CH3:11][C:12]1[CH:17]=[CH:16][CH:15]=[CH:14][C:13]=1B(O)O.C(=O)([O-])[O-].[K+].[K+].C1(C)C=CC=CC=1. (4) Given the product [CH2:20]([O:1][C@H:2]1[CH2:6][N:5]([C:7]([O:9][C:10]([CH3:11])([CH3:12])[CH3:13])=[O:8])[C@H:4]([C:14]([O:16][CH3:17])=[O:15])[CH2:3]1)[C:19]#[CH:18], predict the reactants needed to synthesize it. The reactants are: [OH:1][C@H:2]1[CH2:6][N:5]([C:7]([O:9][C:10]([CH3:13])([CH3:12])[CH3:11])=[O:8])[C@H:4]([C:14]([O:16][CH3:17])=[O:15])[CH2:3]1.[CH2:18](Br)[C:19]#[CH:20].[H-].[Na+].O. (5) Given the product [CH3:13][C:9]1[CH:10]=[C:11]([Br:12])[C:6]2[N:7]([CH:2]=[CH:3][N:5]=2)[CH:8]=1, predict the reactants needed to synthesize it. The reactants are: Cl[CH2:2][CH:3]=O.[NH2:5][C:6]1[C:11]([Br:12])=[CH:10][C:9]([CH3:13])=[CH:8][N:7]=1. (6) Given the product [CH3:45][O:44][C:42](=[O:43])[C:41]([N:24]([C:19]1[CH:20]=[CH:21][CH:22]=[CH:23][C:18]=1[C:2](=[O:1])[CH2:3][CH2:4][CH:5]1[CH2:10][CH2:9][N:8]([C:11]([O:13][C:14]([CH3:17])([CH3:15])[CH3:16])=[O:12])[CH2:7][CH2:6]1)[C:25]1[CH:30]=[CH:29][CH:28]=[CH:27][CH:26]=1)=[O:46], predict the reactants needed to synthesize it. The reactants are: [O:1]=[C:2]([C:18]1[CH:23]=[CH:22][CH:21]=[CH:20][C:19]=1[NH:24][C:25]1[CH:30]=[CH:29][CH:28]=[CH:27][CH:26]=1)[CH2:3][CH2:4][CH:5]1[CH2:10][CH2:9][N:8]([C:11]([O:13][C:14]([CH3:17])([CH3:16])[CH3:15])=[O:12])[CH2:7][CH2:6]1.C(N(C(C)C)CC)(C)C.Cl[C:41](=[O:46])[C:42]([O:44][CH3:45])=[O:43]. (7) The reactants are: CO[C:3](=[O:13])[C:4]1[CH:9]=[C:8]([Br:10])[CH:7]=[C:6]([CH3:11])[C:5]=1[NH2:12].[CH2:14]([N:16]([CH2:20][CH3:21])[CH2:17][CH2:18][NH2:19])[CH3:15]. Given the product [CH2:14]([N:16]([CH2:17][CH2:18][NH:19][C:3](=[O:13])[C:4]1[CH:9]=[C:8]([Br:10])[CH:7]=[C:6]([CH3:11])[C:5]=1[NH2:12])[CH2:20][CH3:21])[CH3:15], predict the reactants needed to synthesize it. (8) Given the product [CH3:17][O:16][C:14](=[O:15])[CH:13]([CH:4]([OH:5])[C:3]1[C:6]([F:11])=[CH:7][CH:8]=[C:9]([F:10])[C:2]=1[F:1])[C:12]([O:19][CH3:20])=[O:18], predict the reactants needed to synthesize it. The reactants are: [F:1][C:2]1[C:9]([F:10])=[CH:8][CH:7]=[C:6]([F:11])[C:3]=1[CH:4]=[O:5].[C:12]([O:19][CH3:20])(=[O:18])[CH2:13][C:14]([O:16][CH3:17])=[O:15].C([O-])([O-])=O.[K+].[K+].C(OCC)(=O)C. (9) The reactants are: [OH:1][C@H:2]([CH3:27])[CH2:3][N:4]1[C:8]([CH3:9])=[C:7]([C:10]([O:12][CH2:13][C:14]2[CH:19]=[CH:18][CH:17]=[CH:16][CH:15]=2)=[O:11])[C:6](=[O:20])[N:5]1[C:21]1[CH:26]=[CH:25][CH:24]=[CH:23][CH:22]=1.[C:28]([NH:35][CH2:36][C:37](O)=[O:38])([O:30][C:31]([CH3:34])([CH3:33])[CH3:32])=[O:29].CCN=C=NCCCN(C)C. Given the product [C:31]([O:30][C:28]([NH:35][CH2:36][C:37]([O:1][C@H:2]([CH3:27])[CH2:3][N:4]1[C:8]([CH3:9])=[C:7]([C:10]([O:12][CH2:13][C:14]2[CH:15]=[CH:16][CH:17]=[CH:18][CH:19]=2)=[O:11])[C:6](=[O:20])[N:5]1[C:21]1[CH:22]=[CH:23][CH:24]=[CH:25][CH:26]=1)=[O:38])=[O:29])([CH3:34])([CH3:33])[CH3:32], predict the reactants needed to synthesize it. (10) Given the product [CH2:15]([O:4][C:3](=[O:5])[C:2]([NH2:1])([C:7]1[CH:8]=[CH:9][C:10]([Br:13])=[CH:11][CH:12]=1)[CH3:6])[CH3:16], predict the reactants needed to synthesize it. The reactants are: [NH2:1][C:2]([C:7]1[CH:12]=[CH:11][C:10]([Br:13])=[CH:9][CH:8]=1)([CH3:6])[C:3]([OH:5])=[O:4].Cl.[CH2:15](O)[CH3:16].